Dataset: Forward reaction prediction with 1.9M reactions from USPTO patents (1976-2016). Task: Predict the product of the given reaction. (1) The product is: [NH2:18][C:17]1[CH:16]=[CH:15][C:14]([C:21]2[CH:22]=[CH:23][C:24]([F:27])=[CH:25][CH:26]=2)=[CH:13][C:12]=1[NH:11][C:9]([N:7]1[CH2:6][CH:5]([CH2:4][N:2]([CH3:3])[CH3:1])[CH2:8]1)=[O:10]. Given the reactants [CH3:1][N:2]([CH2:4][CH:5]1[CH2:8][N:7]([C:9]([NH:11][C:12]2[CH:13]=[C:14]([C:21]3[CH:26]=[CH:25][C:24]([F:27])=[CH:23][CH:22]=3)[CH:15]=[CH:16][C:17]=2[N+:18]([O-])=O)=[O:10])[CH2:6]1)[CH3:3], predict the reaction product. (2) Given the reactants [F:1][C:2]1[CH:3]=[C:4]([CH:12]=[C:13]([F:15])[CH:14]=1)[O:5][CH2:6][C:7]1[NH:8][CH2:9][CH2:10][N:11]=1.[CH3:16]N(C)CCN(C)C.C[Si](OS(C(F)(F)F)(=O)=O)(C)C.C([Li])CCC.CI, predict the reaction product. The product is: [F:15][C:13]1[CH:12]=[C:4]([CH:3]=[C:2]([F:1])[CH:14]=1)[O:5][CH:6]([C:7]1[NH:11][CH2:10][CH2:9][N:8]=1)[CH3:16]. (3) Given the reactants [O:1]=[C:2]1[CH2:6][S:5][CH2:4][CH:3]1[CH2:7][C:8]1[CH:13]=[CH:12][C:11]([CH:14]([CH3:18])[C:15](O)=[O:16])=[CH:10][CH:9]=1.COC1C=CC(P2(SP(C3C=CC(OC)=CC=3)(=S)S2)=[S:28])=CC=1, predict the reaction product. The product is: [O:1]=[C:2]1[CH2:6][S:5][CH2:4][CH:3]1[CH2:7][C:8]1[CH:13]=[CH:12][C:11]([CH:14]([CH3:18])[C:15]([OH:16])=[S:28])=[CH:10][CH:9]=1. (4) Given the reactants FC(F)(F)C(O)=O.[NH2:8][CH2:9][CH2:10][C:11]1[CH:16]=[CH:15][N:14]=[C:13]([C:17]2[S:18][C:19]3[CH:27]=[CH:26][CH:25]=[CH:24][C:20]=3[C:21](=[O:23])[N:22]=2)[CH:12]=1.[C:28](Cl)(=[O:35])[C:29]1[CH:34]=[CH:33][CH:32]=[CH:31][CH:30]=1.C(=O)([O-])[O-].[K+].[K+].C(OCC)(=O)C, predict the reaction product. The product is: [O:23]=[C:21]1[C:20]2[CH:24]=[CH:25][CH:26]=[CH:27][C:19]=2[S:18][C:17]([C:13]2[CH:12]=[C:11]([CH2:10][CH2:9][NH:8][C:28](=[O:35])[C:29]3[CH:34]=[CH:33][CH:32]=[CH:31][CH:30]=3)[CH:16]=[CH:15][N:14]=2)=[N:22]1.